This data is from Reaction yield outcomes from USPTO patents with 853,638 reactions. The task is: Predict the reaction yield, written as a fraction of the theoretical maximum amount of product (1.0 means a 100% yield; for example, 0.34 means a 34% yield). (1) The reactants are [C:1]([C:5]1[CH:42]=[CH:41][C:8]([CH2:9][N:10]2[C:14](=[O:15])[N:13]([CH2:16][CH3:17])[C:12]([CH2:18][CH2:19][CH2:20][C:21]3[CH:26]=[CH:25][C:24]([C:27]4[CH:32]=[CH:31][C:30]([CH:33]([OH:40])[C:34]([NH:36][CH:37]5[CH2:39][CH2:38]5)=[O:35])=[CH:29][CH:28]=4)=[CH:23][CH:22]=3)=[N:11]2)=[CH:7][CH:6]=1)([CH3:4])([CH3:3])[CH3:2].CC(OI1(OC(C)=O)(OC(C)=O)OC(=O)C2C=CC=CC1=2)=O. The catalyst is CCOCC. The product is [C:1]([C:5]1[CH:42]=[CH:41][C:8]([CH2:9][N:10]2[C:14](=[O:15])[N:13]([CH2:16][CH3:17])[C:12]([CH2:18][CH2:19][CH2:20][C:21]3[CH:26]=[CH:25][C:24]([C:27]4[CH:28]=[CH:29][C:30]([C:33](=[O:40])[C:34]([NH:36][CH:37]5[CH2:38][CH2:39]5)=[O:35])=[CH:31][CH:32]=4)=[CH:23][CH:22]=3)=[N:11]2)=[CH:7][CH:6]=1)([CH3:2])([CH3:3])[CH3:4]. The yield is 0.930. (2) The catalyst is CO.[Cl-].[Zn+2].[Cl-]. The product is [Br:1][C:2]1[CH:3]=[C:4]([NH:10][C:11]2[CH:16]=[N:15][C:14]([N:17]3[CH2:22][CH2:21][N:20]([CH:26]4[CH2:27][O:24][CH2:25]4)[CH2:19][C@@H:18]3[CH3:23])=[CH:13][N:12]=2)[C:5](=[O:9])[N:6]([CH3:8])[CH:7]=1. The reactants are [Br:1][C:2]1[CH:3]=[C:4]([NH:10][C:11]2[CH:16]=[N:15][C:14]([N:17]3[CH2:22][CH2:21][NH:20][CH2:19][C@@H:18]3[CH3:23])=[CH:13][N:12]=2)[C:5](=[O:9])[N:6]([CH3:8])[CH:7]=1.[O:24]1[CH2:27][C:26](=O)[CH2:25]1.[BH3-]C#N.[Na+]. The yield is 0.700. (3) The reactants are [Br:1][C:2]1[C:7]2[N:8]([C:29]3[CH:34]=[CH:33][CH:32]=[CH:31][CH:30]=3)[C:9]([C@@H:11]([NH:13][C:14]3[N:22]=[CH:21][N:20]=[C:19]4[C:15]=3[N:16]=[CH:17][N:18]4C3CCCCO3)[CH3:12])=[N:10][C:6]=2[CH:5]=[CH:4][C:3]=1[O:35][CH3:36]. The catalyst is Cl.CO. The product is [Br:1][C:2]1[C:7]2[N:8]([C:29]3[CH:30]=[CH:31][CH:32]=[CH:33][CH:34]=3)[C:9]([CH:11]([NH:13][C:14]3[N:22]=[CH:21][N:20]=[C:19]4[C:15]=3[N:16]=[CH:17][NH:18]4)[CH3:12])=[N:10][C:6]=2[CH:5]=[CH:4][C:3]=1[O:35][CH3:36]. The yield is 0.180. (4) The reactants are [N+]([C:4]1C=CC=CC=1O)([O-])=O.[Br:11][C:12]1[C:17]([N+:18]([O-:20])=[O:19])=[CH:16][CH:15]=[CH:14][C:13]=1[OH:21].C(=O)([O-])[O-].[Cs+].[Cs+]. The catalyst is CN(C=O)C. The product is [Br:11][C:12]1[C:17]([N+:18]([O-:20])=[O:19])=[CH:16][CH:15]=[CH:14][C:13]=1[O:21][CH3:4]. The yield is 0.940. (5) The reactants are [Cl:1][C:2]1[CH:7]=[CH:6][C:5]([N:8]([C@H:12]2[C:21]3[C:16](=[CH:17][CH:18]=[CH:19][CH:20]=3)[N:15]([C:22](=[O:35])[C:23]3[CH:28]=[CH:27][C:26]([CH2:29][CH2:30][CH2:31][C:32](=[O:34])[CH3:33])=[CH:25][CH:24]=3)[C@@H:14]([CH3:36])[CH2:13]2)[C:9](=[O:11])[CH3:10])=[CH:4][CH:3]=1.[CH3:37][Mg+].[Br-]. The catalyst is C1COCC1. The product is [Cl:1][C:2]1[CH:3]=[CH:4][C:5]([N:8]([C@H:12]2[C:21]3[C:16](=[CH:17][CH:18]=[CH:19][CH:20]=3)[N:15]([C:22](=[O:35])[C:23]3[CH:24]=[CH:25][C:26]([CH2:29][CH2:30][CH2:31][C:32]([OH:34])([CH3:37])[CH3:33])=[CH:27][CH:28]=3)[C@@H:14]([CH3:36])[CH2:13]2)[C:9](=[O:11])[CH3:10])=[CH:6][CH:7]=1. The yield is 0.400. (6) The catalyst is CN(C=O)C.C(OCC)(=O)C. The product is [O:9]1[C:10]2[C:5](=[CH:4][CH:3]=[C:2]([O:1][CH2:19][CH2:18][CH:17]=[CH2:16])[CH:11]=2)[CH:6]=[CH:7][C:8]1=[O:12]. The reactants are [OH:1][C:2]1[CH:11]=[C:10]2[C:5]([CH:6]=[CH:7][C:8](=[O:12])[O:9]2)=[CH:4][CH:3]=1.[H-].[Na+].Br[CH2:16][CH2:17][CH:18]=[CH2:19]. The yield is 0.670. (7) The reactants are [CH:1]1([CH2:4][O:5][C:6](=[O:27])[CH:7]([C:12]2[CH:17]=[C:16]([O:18][CH2:19][CH:20]3[CH2:22][CH2:21]3)[C:15]([N+:23]([O-])=O)=[CH:14][C:13]=2[F:26])[CH2:8][CH:9]([CH3:11])[CH3:10])[CH2:3][CH2:2]1. The catalyst is CCO.[Pd]. The product is [CH:1]1([CH2:4][O:5][C:6](=[O:27])[CH:7]([C:12]2[CH:17]=[C:16]([O:18][CH2:19][CH:20]3[CH2:21][CH2:22]3)[C:15]([NH2:23])=[CH:14][C:13]=2[F:26])[CH2:8][CH:9]([CH3:11])[CH3:10])[CH2:2][CH2:3]1. The yield is 0.720. (8) The reactants are [F:1][C:2]1[CH:3]=[C:4]([C@@H:9]2[CH2:13][N:12]([CH2:14][CH2:15][O:16][CH3:17])[CH2:11][C@H:10]2[NH:18][C:19](=[O:45])[NH:20][C:21]2[N:25]([C:26]3[CH:31]=[CH:30][CH:29]=[CH:28][CH:27]=3)[N:24]=[C:23]([CH:32]3[CH2:37][CH2:36][N:35](C(OC(C)(C)C)=O)[CH2:34][CH2:33]3)[CH:22]=2)[CH:5]=[CH:6][C:7]=1[F:8].CCOC(C)=O.CO.[ClH:54]. The catalyst is O1CCOCC1. The product is [ClH:54].[ClH:54].[F:1][C:2]1[CH:3]=[C:4]([C@@H:9]2[CH2:13][N:12]([CH2:14][CH2:15][O:16][CH3:17])[CH2:11][C@H:10]2[NH:18][C:19]([NH:20][C:21]2[N:25]([C:26]3[CH:27]=[CH:28][CH:29]=[CH:30][CH:31]=3)[N:24]=[C:23]([CH:32]3[CH2:33][CH2:34][NH:35][CH2:36][CH2:37]3)[CH:22]=2)=[O:45])[CH:5]=[CH:6][C:7]=1[F:8]. The yield is 1.00.